Dataset: Catalyst prediction with 721,799 reactions and 888 catalyst types from USPTO. Task: Predict which catalyst facilitates the given reaction. (1) Reactant: [NH2:1][C:2]1[S:3][C:4]([C:30]2[CH:35]=[CH:34][N:33]=[CH:32][CH:31]=2)=[C:5]([C:7]2[C:8]([F:29])=[C:9]([N:14]([CH2:26][O:27][CH3:28])[S:15]([C:18]3[CH:23]=[C:22]([F:24])[CH:21]=[CH:20][C:19]=3[F:25])(=[O:17])=[O:16])[CH:10]=[CH:11][C:12]=2[F:13])[N:6]=1.[CH2:36]([N:38]=[C:39]=[O:40])[CH3:37]. Product: [CH2:36]([NH:38][C:39]([NH:1][C:2]1[S:3][C:4]([C:30]2[CH:31]=[CH:32][N:33]=[CH:34][CH:35]=2)=[C:5]([C:7]2[C:8]([F:29])=[C:9]([N:14]([CH2:26][O:27][CH3:28])[S:15]([C:18]3[CH:23]=[C:22]([F:24])[CH:21]=[CH:20][C:19]=3[F:25])(=[O:17])=[O:16])[CH:10]=[CH:11][C:12]=2[F:13])[N:6]=1)=[O:40])[CH3:37]. The catalyst class is: 12. (2) Reactant: [CH3:1][CH:2]([CH:6]1[C:11](=[O:12])[NH:10][C:9](=[O:13])[NH:8][C:7]1=[O:14])[CH2:3][CH2:4][CH3:5].[Na].[C:16]([O:20][C:21]([NH:23][OH:24])=[O:22])([CH3:19])([CH3:18])[CH3:17].I([O-])(=O)(=O)=O.[Na+]. Product: [C:16]([O:20][C:21]([N:23]([OH:24])[C:6]1([CH:2]([CH3:1])[CH2:3][CH2:4][CH3:5])[C:7](=[O:14])[NH:8][C:9](=[O:13])[NH:10][C:11]1=[O:12])=[O:22])([CH3:19])([CH3:18])[CH3:17]. The catalyst class is: 8. (3) Reactant: Cl[CH2:2][C:3]1[CH:4]=[C:5]([CH:27]=[CH:28][N:29]=1)[C:6]([NH:8][C:9]1[O:10][C:11]2[C:17]([C:18]3[CH:23]=[CH:22][C:21]([F:24])=[CH:20][CH:19]=3)=[CH:16][CH:15]=[C:14]([O:25][CH3:26])[C:12]=2[N:13]=1)=[O:7].[H-].[Na+].[CH2:32]([OH:34])C. Product: [F:24][C:21]1[CH:22]=[CH:23][C:18]([C:17]2[C:11]3[O:10][C:9]([NH:8][C:6](=[O:7])[C:5]4[CH:27]=[CH:28][N:29]=[C:3]([CH2:2][O:34][CH3:32])[CH:4]=4)=[N:13][C:12]=3[C:14]([O:25][CH3:26])=[CH:15][CH:16]=2)=[CH:19][CH:20]=1. The catalyst class is: 887. (4) Reactant: [C:1]([O:5][CH2:6][CH:7]([O:9][C:10](=[O:17])[CH2:11][CH2:12][CH2:13][CH2:14][CH2:15]Br)[CH3:8])(=[O:4])[CH:2]=[CH2:3].[OH:18][C:19]1[CH:44]=[CH:43][C:22]([C:23]([O:25][C:26]2[CH:31]=[CH:30][C:29]([O:32][C:33](=[O:41])[C:34]3[CH:39]=[CH:38][C:37]([OH:40])=[CH:36][CH:35]=3)=[CH:28][C:27]=2[CH3:42])=[O:24])=[CH:21][CH:20]=1.[C:45]([O-:48])([O-:47])=O.[K+].[K+].Cl. Product: [C:1]([O:5][CH2:6][CH:7]([CH3:8])[O:9][C:10](=[O:17])[CH2:11][CH2:12][CH2:13][CH2:14][CH2:15][O:18][C:19]1[CH:20]=[CH:21][C:22]([C:23]([O:25][C:26]2[CH:31]=[CH:30][C:29]([O:32][C:33](=[O:41])[C:34]3[CH:39]=[CH:38][C:37]([O:40][CH2:14][CH2:13][CH2:12][CH2:11][CH2:10][C:45]([O:48][CH:7]([CH3:8])[CH2:6][O:5][C:1](=[O:4])[CH:2]=[CH2:3])=[O:47])=[CH:36][CH:35]=3)=[CH:28][C:27]=2[CH3:42])=[O:24])=[CH:43][CH:44]=1)(=[O:4])[CH:2]=[CH2:3]. The catalyst class is: 131.